The task is: Binary Classification. Given a miRNA mature sequence and a target amino acid sequence, predict their likelihood of interaction.. This data is from Experimentally validated miRNA-target interactions with 360,000+ pairs, plus equal number of negative samples. (1) The miRNA is mmu-miR-294-3p with sequence AAAGUGCUUCCCUUUUGUGUGU. The protein sequence of the target gene is MAAAAAAALESWQAAAPRKRRSAARRPRRREAAPRGREAAPRGREAAPRGPEAEFESDSGVVLRRIWEAEKDLFISDFWSSALETINRCLTKHLEQLKAPVGTLSDIFGNLHLDSLPEESDVATDSIPREILVTGTCHLKCVCYGIGNFATCIVARNQLTFLLLLLEKCQIPRSHCWVYDPLFSQLEIEVLNTLGVTVLSENEEGKRSIRGEPTIFYMLHCGTALYNNLLWSNWSVDALSKMVIIGNSFKGLEERLLARILQKNYPYIAKILKGLEELEFPQTSQYMDIFNDTSVHWFPV.... Result: 0 (no interaction). (2) The miRNA is hsa-miR-4446-5p with sequence AUUUCCCUGCCAUUCCCUUGGC. The protein sequence of the target gene is MVTTLGPKMAAEWGGGVGYSGSGPGRSRWRWSGSVWVRSVLLLLGGLRASATSTPVSLGSSPPCRHHVPSDTEVINKVHLKANHVVKRDVDEHLRIKTVYDKSVEELLPEKKNLVKNKLFPQAISYLEKTFQVRRPAGTILLSRQCATNQYLRKENDPHRYCTGECAAHTKCGPVIVPEEHLQQCRVYRGGKWPHGAVGVPDQEGISDADFVLYVGALATERCSHENIISYAAYCQQEANMDRPIAGYANLCPNMISTQPQEFVGMLSTVKHEVIHALGFSAGLFAFYHDKDGNPLTSRF.... Result: 1 (interaction). (3) The miRNA is hsa-miR-6766-5p with sequence CGGGUGGGAGCAGAUCUUAUUGAG. The protein sequence of the target gene is MEPPGEKPGEAEALSITPQLLKSHSGEFALDSILLLKLRGLGVVDLGCLGECLNLEWLDLSGNALTHLGPLASLRQLAVLNVSNNRLTGLEPLAACENLQSLNAAGNLLTTPGQLQCLAGLQALEHLRLRDPLARLSNPLCANASYWAVVRELLPGLKVIDGERVSGRGSELYQLCRDLDSSLRSGSSPGPRAIEAQPWVEPGYWESWPIRSSSILEEACRQFQDTLQECLDLDRQASDSLAQAQQALSPAETTSSFVF. Result: 0 (no interaction). (4) The miRNA is hsa-miR-6798-3p with sequence CUACCCCCCAUCCCCCUGUAG. The protein sequence of the target gene is MAASAKRKQEEKHLKMLRDMTGLPHNRKCFDCDQRGPTYVNMTVGSFVCTSCSGSLRGLNPPHRVKSISMTTFTQQEIEFLQKHGNEVCKQIWLGLFDDRSSAIPDFRDPQKVKEFLQEKYEKKRWYVPPEQAKVVASVHASISGSSASSTSSTPEVKPLKSLLGDSAPTLHLNKGTPSQSPVVGRSQGQQQEKKQFDLLSDLGSDIFAAPAPQSTATANFANFAHFNSHAAQNSANADFANFDAFGQSSGSSNFGGFPTASHSPFQPQTTGGSAASVNANFAHFDNFPKSSSADFGTFN.... Result: 0 (no interaction). (5) Result: 0 (no interaction). The protein sequence of the target gene is MMIKVGAAINGTDSPKAMKREHDNDDGDRTGRHKRPKTDGFTEAIQQGKFEVRLLVSSKSAGAIIGKGGENIKRLRAEFNAHVQVPDSNTPERVCTVTADEKTVLNILKDVLPRLEDNFSERDPCEVRMLVHQSHAGALIGRNGSKIKELREKCSARLKIFTGCAPGSTDRVLITSGEQKNVLGIIEEVMKELKEIPIKGSATPYLPAFNYDPSNISDYGGFPGNMPAGGPPNNRGPAPQRGGQGPPGGPRSYGGAITQGGGQRSFEAGDFQQFRGGPGPVPGYAMSAPGYPPQQGQFGA.... The miRNA is hsa-miR-200a-3p with sequence UAACACUGUCUGGUAACGAUGU. (6) The miRNA is hsa-miR-1976 with sequence CCUCCUGCCCUCCUUGCUGU. The protein sequence of the target gene is MEALSRAGQEMSLAALKQHDPYITSIADLTGQVALYTFCPKANQWEKTDIEGTLFVYRRSASPYHGFTIVNRLNMHNLVEPVNKDLEFQLHEPFLLYRNASLSIYSIWFYDKNDCHRIAKLMADVVEEETRRSQQAARDKQSPSQANGCSDHRPIDILEMLSRAKDEYERNQMGDSNISSPGLQPSTQLSNLGSTETLEEMPSGSQDKSAPSGHKHLTVEELFGTSLPKEQPAVVGLDSEEMERLPGDASQKEPNSFLPFPFEQLGGAPQSETLGVPSAAHHSVQPEITTPVLITPASIT.... Result: 1 (interaction).